This data is from Catalyst prediction with 721,799 reactions and 888 catalyst types from USPTO. The task is: Predict which catalyst facilitates the given reaction. (1) Reactant: [Br:1][C:2]1[CH:3]=[C:4]([CH2:8][CH2:9][C:10](O)=[O:11])[CH:5]=[CH:6][CH:7]=1. Product: [Br:1][C:2]1[CH:3]=[C:4]([CH2:8][CH2:9][CH2:10][OH:11])[CH:5]=[CH:6][CH:7]=1. The catalyst class is: 7. (2) Reactant: C(OC([N:8]1[CH2:17][CH2:16][C:15]2[C:10](=[C:11]([N:23]3[CH2:28][CH2:27][N:26]([CH3:29])[CH2:25][CH2:24]3)[CH:12]=[C:13]([CH2:20][CH2:21][CH3:22])[C:14]=2[O:18][CH3:19])[CH2:9]1)=O)(C)(C)C.C(O)(C(F)(F)F)=O. Product: [CH3:19][O:18][C:14]1[C:13]([CH2:20][CH2:21][CH3:22])=[CH:12][C:11]([N:23]2[CH2:28][CH2:27][N:26]([CH3:29])[CH2:25][CH2:24]2)=[C:10]2[C:15]=1[CH2:16][CH2:17][NH:8][CH2:9]2. The catalyst class is: 2. (3) Reactant: [C:1]([C:4]1[C:22](=[O:23])[C@@:8]2([CH3:24])[C:9]3[C:15]([OH:16])=[CH:14][C:13]([O:17][CH3:18])=[C:12]([C:19]([NH2:21])=[O:20])[C:10]=3[O:11][C:7]2=[CH:6][C:5]=1[OH:25])(=[O:3])[CH3:2].[O:26]1[C:31]2[CH:32]=[CH:33][CH:34]=[C:35]([CH:36]=O)[C:30]=2[O:29][CH2:28][CH2:27]1.C([SiH](CC)CC)C.FC(F)(F)C(O)=O. Product: [C:1]([C:4]1[C:22](=[O:23])[C@@:8]2([CH3:24])[C:9]3[C:15]([OH:16])=[CH:14][C:13]([O:17][CH3:18])=[C:12]([C:19]([NH:21][CH2:36][C:35]4[C:30]5[O:29][CH2:28][CH2:27][O:26][C:31]=5[CH:32]=[CH:33][CH:34]=4)=[O:20])[C:10]=3[O:11][C:7]2=[CH:6][C:5]=1[OH:25])(=[O:3])[CH3:2]. The catalyst class is: 10. (4) Reactant: C(O[C:6](=[O:19])[NH:7][S:8]([N:11]1[CH2:16][CH2:15][C:14]([F:18])([F:17])[CH2:13][CH2:12]1)(=[O:10])=[O:9])(C)(C)C.[Cl:20][C:21]1[CH:26]=[CH:25][C:24]([C:27]2[CH:31]([C:32]3[CH:37]=[CH:36][CH:35]=[CH:34][CH:33]=3)[CH2:30][NH:29][N:28]=2)=[CH:23][CH:22]=1. Product: [Cl:20][C:21]1[CH:22]=[CH:23][C:24]([C:27]2([C:6]([NH:7][S:8]([N:11]3[CH2:12][CH2:13][C:14]([F:17])([F:18])[CH2:15][CH2:16]3)(=[O:9])=[O:10])=[O:19])[CH:31]([C:32]3[CH:33]=[CH:34][CH:35]=[CH:36][CH:37]=3)[CH2:30][NH:29][NH:28]2)=[CH:25][CH:26]=1. The catalyst class is: 11. (5) Reactant: C[O:2][C:3](=O)/[CH:4]=[CH:5]/[C:6]1[CH:11]=[CH:10][C:9]([CH2:12][N:13]2[C:17]3=[N:18][C:19]([CH3:23])=[CH:20][C:21]([CH3:22])=[C:16]3[N:15]=[C:14]2[CH3:24])=[CH:8][CH:7]=1.CC(C[AlH]CC(C)C)C. Product: [CH3:24][C:14]1[N:13]([CH2:12][C:9]2[CH:8]=[CH:7][C:6](/[CH:5]=[CH:4]/[CH2:3][OH:2])=[CH:11][CH:10]=2)[C:17]2=[N:18][C:19]([CH3:23])=[CH:20][C:21]([CH3:22])=[C:16]2[N:15]=1. The catalyst class is: 4. (6) The catalyst class is: 5. Product: [NH2:37][C:33]1([C:30]2[CH:31]=[CH:32][C:27]([C:26]3[N:12]4[C:13]5[CH:25]=[CH:24][CH:23]=[N:22][C:14]=5[NH:15][C:16]5[CH:21]=[CH:20][CH:19]=[CH:18][C:17]=5[C:11]4=[N:10][C:9]=3[C:6]3[CH:7]=[N:8][C:3]([OH:2])=[N:4][CH:5]=3)=[CH:28][CH:29]=2)[CH2:36][CH2:35][CH2:34]1. Reactant: C[O:2][C:3]1[N:8]=[CH:7][C:6]([C:9]2[N:10]=[C:11]3[C:17]4[CH:18]=[CH:19][CH:20]=[CH:21][C:16]=4[NH:15][C:14]4[N:22]=[CH:23][CH:24]=[CH:25][C:13]=4[N:12]3[C:26]=2[C:27]2[CH:32]=[CH:31][C:30]([C:33]3([NH:37]C(=O)OC(C)(C)C)[CH2:36][CH2:35][CH2:34]3)=[CH:29][CH:28]=2)=[CH:5][N:4]=1.Cl.O1CCOCC1. (7) Reactant: [F:1][C:2]1[CH:7]=[CH:6][C:5]([C:8]2[N:12]=[C:11]([CH:13]3[CH2:16][N:15](C(OC(C)(C)C)=O)[CH2:14]3)[O:10][N:9]=2)=[CH:4][C:3]=1[NH:24][C:25]([C:27]1[N:31]2[CH:32]=[CH:33][CH:34]=[CH:35][C:30]2=[N:29][CH:28]=1)=[O:26].CCN(C(C)C)C(C)C.[CH2:45]([S:47](Cl)(=[O:49])=[O:48])[CH3:46]. Product: [CH2:45]([S:47]([N:15]1[CH2:14][CH:13]([C:11]2[O:10][N:9]=[C:8]([C:5]3[CH:6]=[CH:7][C:2]([F:1])=[C:3]([NH:24][C:25]([C:27]4[N:31]5[CH:32]=[CH:33][CH:34]=[CH:35][C:30]5=[N:29][CH:28]=4)=[O:26])[CH:4]=3)[N:12]=2)[CH2:16]1)(=[O:49])=[O:48])[CH3:46]. The catalyst class is: 67. (8) Reactant: [C:1]([NH:4][C@H:5]([C:28]([NH:30][C@H:31]([C:35]([NH:37][C@H:38]([C:46]([NH:48][C:49]1[CH:54]=[CH:53][C:52]([CH2:55][OH:56])=[CH:51][CH:50]=1)=[O:47])[CH2:39][CH2:40][CH2:41][NH:42][C:43](=[O:45])[NH2:44])=[O:36])[CH:32]([CH3:34])[CH3:33])=[O:29])[CH2:6][CH2:7][CH2:8][CH2:9][NH:10][C:11]([O:13][CH2:14][CH:15]1[C:27]2[CH:26]=[CH:25][CH:24]=[CH:23][C:22]=2[C:21]2[C:16]1=[CH:17][CH:18]=[CH:19][CH:20]=2)=[O:12])(=[O:3])[CH3:2].[N+:57]([C:60]1[CH:65]=[CH:64][C:63]([O:66][C:67](=O)[O:68]C2C=CC([N+]([O-])=O)=CC=2)=[CH:62][CH:61]=1)([O-:59])=[O:58].C(N(CC)C(C)C)(C)C.C(OC)(C)(C)C. Product: [C:1]([NH:4][C@H:5]([C:28]([NH:30][C@H:31]([C:35]([NH:37][C@H:38]([C:46]([NH:48][C:49]1[CH:50]=[CH:51][C:52]([CH2:55][O:56][C:67]([O:66][C:63]2[CH:62]=[CH:61][C:60]([N+:57]([O-:59])=[O:58])=[CH:65][CH:64]=2)=[O:68])=[CH:53][CH:54]=1)=[O:47])[CH2:39][CH2:40][CH2:41][NH:42][C:43](=[O:45])[NH2:44])=[O:36])[CH:32]([CH3:33])[CH3:34])=[O:29])[CH2:6][CH2:7][CH2:8][CH2:9][NH:10][C:11]([O:13][CH2:14][CH:15]1[C:27]2[CH:26]=[CH:25][CH:24]=[CH:23][C:22]=2[C:21]2[C:16]1=[CH:17][CH:18]=[CH:19][CH:20]=2)=[O:12])(=[O:3])[CH3:2]. The catalyst class is: 9.